This data is from Catalyst prediction with 721,799 reactions and 888 catalyst types from USPTO. The task is: Predict which catalyst facilitates the given reaction. (1) Reactant: [CH3:1][C:2]1[C:7]([C:8]([OH:10])=O)=[C:6]([CH3:11])[N:5]=[CH:4][N:3]=1.[CH2:12]([N:19]1[CH2:26][CH:25]2[CH:21]([CH2:22][NH:23][CH2:24]2)[CH2:20]1)[C:13]1[CH:18]=[CH:17][CH:16]=[CH:15][CH:14]=1.CCN=C=NCCCN(C)C.C1C=CC2N(O)N=NC=2C=1.CCN(C(C)C)C(C)C. Product: [CH2:12]([N:19]1[CH2:26][CH:25]2[CH2:24][N:23]([C:8]([C:7]3[C:2]([CH3:1])=[N:3][CH:4]=[N:5][C:6]=3[CH3:11])=[O:10])[CH2:22][CH:21]2[CH2:20]1)[C:13]1[CH:14]=[CH:15][CH:16]=[CH:17][CH:18]=1. The catalyst class is: 2. (2) Reactant: [Cl:1][C:2]1[C:11]2[C:6](=[CH:7][CH:8]=[C:9]([C:12](Cl)=[O:13])[CH:10]=2)[C:5]([Cl:15])=[CH:4][N:3]=1.Cl.[C:17]([O:21][C:22](=[O:31])[CH:23]([CH2:25][O:26][C:27]([CH3:30])([CH3:29])[CH3:28])[NH2:24])([CH3:20])([CH3:19])[CH3:18].CCN(CC)CC. Product: [C:17]([O:21][C:22](=[O:31])[CH:23]([CH2:25][O:26][C:27]([CH3:30])([CH3:29])[CH3:28])[NH:24][C:12]([C:9]1[CH:10]=[C:11]2[C:6]([C:5]([Cl:15])=[CH:4][N:3]=[C:2]2[Cl:1])=[CH:7][CH:8]=1)=[O:13])([CH3:20])([CH3:19])[CH3:18]. The catalyst class is: 2. (3) The catalyst class is: 103. Product: [C:10]1([C:2]2[CH:8]=[CH:7][C:6]([C:2]3[CH:8]=[CH:7][CH:6]=[CH:5][CH:3]=3)=[CH:5][C:3]=2[NH2:4])[CH:15]=[CH:14][CH:13]=[CH:12][CH:11]=1. Reactant: Br[C:2]1[CH:8]=[CH:7][C:6](Br)=[CH:5][C:3]=1[NH2:4].[C:10]1(B(O)O)[CH:15]=[CH:14][CH:13]=[CH:12][CH:11]=1.C(=O)([O-])[O-].[Na+].[Na+].COC. (4) Reactant: [NH2:1][C:2]1[CH:3]=[N:4][CH:5]=[N:6][CH:7]=1.[CH3:8][C:9]([CH3:11])=O.[H][H]. Product: [CH:9]([NH:1][C:2]1[CH:3]=[N:4][CH:5]=[N:6][CH:7]=1)([CH3:11])[CH3:8]. The catalyst class is: 856. (5) Reactant: Cl.[F:2][C:3]([F:14])([F:13])[C:4]1[N:9]=[CH:8][C:7]([C@H:10]([NH2:12])[CH3:11])=[CH:6][CH:5]=1.[C:23](O[C:23]([O:25][C:26]([CH3:29])(C)C)=[O:24])([O:25][C:26](C)(C)[CH3:29])=[O:24].[CH2:30](N(CC)CC)[CH3:31].[Cl-].[NH4+]. Product: [F:14][C:3]([F:13])([F:2])[C:4]1[N:9]=[CH:8][C:7]([C@H:10]([NH:12][C:23](=[O:24])[O:25][CH2:26][CH2:29][CH2:30][CH3:31])[CH3:11])=[CH:6][CH:5]=1. The catalyst class is: 4. (6) Reactant: OC1C(=O)NN=C(CCC2C=CC=CC=2)C=1.C([O:24][C:25]1[N:26]=[N:27][C:28]([C:39]#[C:40][C:41]2[CH:46]=[CH:45][CH:44]=[CH:43][C:42]=2[Cl:47])=[CH:29][C:30]=1[O:31]CC1C=CC=CC=1)C1C=CC=CC=1. Product: [Cl:47][C:42]1[CH:43]=[CH:44][CH:45]=[CH:46][C:41]=1[CH2:40][CH2:39][C:28]1[CH:29]=[C:30]([OH:31])[C:25](=[O:24])[NH:26][N:27]=1. The catalyst class is: 13. (7) Reactant: C(OC([N:8]1[CH2:13][CH2:12][CH:11]([NH:14][C:15]2[O:16][C:17]3[C:23]([S:24](=[O:27])(=[O:26])[NH2:25])=[CH:22][CH:21]=[CH:20][C:18]=3[N:19]=2)[CH2:10][CH2:9]1)=O)(C)(C)C.FC(F)(F)C(O)=O. Product: [NH:8]1[CH2:9][CH2:10][CH:11]([NH:14][C:15]2[O:16][C:17]3[C:23]([S:24]([NH2:25])(=[O:26])=[O:27])=[CH:22][CH:21]=[CH:20][C:18]=3[N:19]=2)[CH2:12][CH2:13]1. The catalyst class is: 4.